From a dataset of Reaction yield outcomes from USPTO patents with 853,638 reactions. Predict the reaction yield, written as a fraction of the theoretical maximum amount of product (1.0 means a 100% yield; for example, 0.34 means a 34% yield). (1) The reactants are [Br:1][C:2]1[CH2:6][CH2:5][CH2:4][C:3]=1Br.C([Li])CCC.C([O:16][B:17](OC(C)C)[O:18]C(C)C)(C)C. The catalyst is O1CCCC1. The product is [Br:1][C:2]1[CH2:6][CH2:5][CH2:4][C:3]=1[B:17]([OH:18])[OH:16]. The yield is 0.260. (2) The reactants are N[C:2]1[C:12]([Cl:13])=[CH:11][CH:10]=[CH:9][C:3]=1[C:4]([O:6][CH2:7][CH3:8])=[O:5].Cl.N([O-])=O.[Na+].C(=O)([O-])[O-].[Na+].[Na+].[C-:25]#[N:26].[K+]. The catalyst is O.C(OCC)(=O)C.O.O.O.O.O.S([O-])([O-])(=O)=O.[Cu+2].C1(C)C=CC=CC=1. The product is [Cl:13][C:12]1[C:2]([C:25]#[N:26])=[C:3]([CH:9]=[CH:10][CH:11]=1)[C:4]([O:6][CH2:7][CH3:8])=[O:5]. The yield is 0.660. (3) The reactants are [CH3:1][N:2]([CH2:4][C:5]([OH:7])=O)[CH3:3].CN(C(ON1N=NC2C=CC=NC1=2)=[N+](C)C)C.F[P-](F)(F)(F)(F)F.CCN(C(C)C)C(C)C.Cl.[F:42][C:43]1[CH:51]=[C:50]2[C:46]([C:47]([C:61]3[CH:62]=[N:63][N:64]([CH:66]4[CH2:71][CH2:70][NH:69][CH2:68][CH2:67]4)[CH:65]=3)=[CH:48][N:49]2[S:52]([C:55]2[CH:60]=[CH:59][CH:58]=[CH:57][CH:56]=2)(=[O:54])=[O:53])=[CH:45][CH:44]=1. The catalyst is C1COCC1. The product is [CH3:1][N:2]([CH3:3])[CH2:4][C:5]([N:69]1[CH2:68][CH2:67][CH:66]([N:64]2[CH:65]=[C:61]([C:47]3[C:46]4[C:50](=[CH:51][C:43]([F:42])=[CH:44][CH:45]=4)[N:49]([S:52]([C:55]4[CH:60]=[CH:59][CH:58]=[CH:57][CH:56]=4)(=[O:54])=[O:53])[CH:48]=3)[CH:62]=[N:63]2)[CH2:71][CH2:70]1)=[O:7]. The yield is 1.00. (4) The product is [O:3]1[CH2:8][CH2:7][CH2:6][CH2:5][CH:4]1[O:9][CH2:10][CH2:11][C:12]([OH:14])=[O:13]. The catalyst is C1COCC1. The yield is 0.910. The reactants are [OH-].[Na+].[O:3]1[CH2:8][CH2:7][CH2:6][CH2:5][CH:4]1[O:9][CH2:10][CH2:11][C:12]([O:14]C)=[O:13]. (5) The reactants are [C:1]([O:5][C:6]([N:8]1[CH2:13][CH2:12][CH:11]([CH2:14][CH2:15][O:16][C:17]([O:19]C2C=CC=CC=2)=O)[CH2:10][CH2:9]1)=[O:7])([CH3:4])([CH3:3])[CH3:2].[C:26]1([N:32]2[CH2:37][CH2:36][NH:35][CH2:34][CH2:33]2)[CH:31]=[CH:30][CH:29]=[CH:28][CH:27]=1. No catalyst specified. The product is [C:26]1([N:32]2[CH2:37][CH2:36][N:35]([C:17]([O:16][CH2:15][CH2:14][CH:11]3[CH2:10][CH2:9][N:8]([C:6]([O:5][C:1]([CH3:2])([CH3:3])[CH3:4])=[O:7])[CH2:13][CH2:12]3)=[O:19])[CH2:34][CH2:33]2)[CH:31]=[CH:30][CH:29]=[CH:28][CH:27]=1. The yield is 1.00. (6) The reactants are [Cl:1][C:2]1[CH:7]=[CH:6][CH:5]=[CH:4][C:3]=1[C:8]1[N:9]([C:31]2[CH:36]=[CH:35][C:34]([Cl:37])=[CH:33][CH:32]=2)[C:10]2[C:15]([N:16]=1)=[C:14]([NH:17][CH:18]1[CH2:23][CH2:22][N:21](C(OC(C)(C)C)=O)[CH2:20][CH2:19]1)[N:13]=[CH:12][N:11]=2.FC(F)(F)C(O)=O. The catalyst is ClCCl. The product is [Cl:1][C:2]1[CH:7]=[CH:6][CH:5]=[CH:4][C:3]=1[C:8]1[N:9]([C:31]2[CH:32]=[CH:33][C:34]([Cl:37])=[CH:35][CH:36]=2)[C:10]2[C:15]([N:16]=1)=[C:14]([NH:17][CH:18]1[CH2:23][CH2:22][NH:21][CH2:20][CH2:19]1)[N:13]=[CH:12][N:11]=2. The yield is 0.880. (7) The reactants are [OH:1][C:2]1([C:22]2[S:23][CH:24]=[CH:25][C:26]=2[CH3:27])[CH2:7][CH2:6][N:5]([CH2:8][C:9]([C:11]2[CH:12]=[C:13]3[C:18](=[CH:19][CH:20]=2)[NH:17][C:16](=[O:21])[CH2:15][CH2:14]3)=[O:10])[CH2:4][CH2:3]1.[BH4-].[Na+]. The catalyst is C(O)C. The product is [OH:10][CH:9]([C:11]1[CH:12]=[C:13]2[C:18](=[CH:19][CH:20]=1)[NH:17][C:16](=[O:21])[CH2:15][CH2:14]2)[CH2:8][N:5]1[CH2:6][CH2:7][C:2]([OH:1])([C:22]2[S:23][CH:24]=[CH:25][C:26]=2[CH3:27])[CH2:3][CH2:4]1. The yield is 0.444. (8) The reactants are CS(C)=O.C(Cl)(=O)C(Cl)=O.[CH3:11][O:12][C:13]1[CH:18]=[CH:17][C:16]([CH2:19][CH2:20][CH2:21][OH:22])=[CH:15][CH:14]=1.C(N(CC)CC)C. The catalyst is ClCCl. The product is [CH3:11][O:12][C:13]1[CH:18]=[CH:17][C:16]([CH2:19][CH2:20][CH:21]=[O:22])=[CH:15][CH:14]=1. The yield is 0.510.